This data is from Catalyst prediction with 721,799 reactions and 888 catalyst types from USPTO. The task is: Predict which catalyst facilitates the given reaction. (1) Reactant: [CH3:1][O:2][C:3]1[N:8]=[C:7]2[NH:9][CH:10]=[CH:11][C:6]2=[CH:5][CH:4]=1.[H-].[Na+].Br[CH2:15][C:16]([O:18][CH3:19])=[O:17]. Product: [CH3:1][O:2][C:3]1[N:8]=[C:7]2[N:9]([CH2:15][C:16]([O:18][CH3:19])=[O:17])[CH:10]=[CH:11][C:6]2=[CH:5][CH:4]=1. The catalyst class is: 3. (2) Reactant: [NH:1]1[CH:5]=[C:4]([C:6]2[CH2:7][CH:8]([N:11]([CH2:24][CH3:25])[C:12]3[CH:19]=[CH:18][C:15]([C:16]#[N:17])=[C:14]([C:20]([F:23])([F:22])[F:21])[CH:13]=3)[CH2:9][CH:10]=2)[N:3]=[CH:2]1.C([O-])([O-])=O.[K+].[K+].[C:32]([O:38][CH2:39]Cl)(=[O:37])[C:33]([CH3:36])([CH3:35])[CH3:34]. Product: [C:32]([O:38][CH2:39][N:1]1[CH:5]=[C:4]([C:6]2[CH2:7][CH:8]([N:11]([C:12]3[CH:19]=[CH:18][C:15]([C:16]#[N:17])=[C:14]([C:20]([F:21])([F:22])[F:23])[CH:13]=3)[CH2:24][CH3:25])[CH2:9][CH:10]=2)[N:3]=[CH:2]1)(=[O:37])[C:33]([CH3:36])([CH3:35])[CH3:34]. The catalyst class is: 3. (3) Reactant: Cl[C:2]1[C:11]2[C:6](=[CH:7][C:8]([Cl:12])=[CH:9][CH:10]=2)[N:5]=[CH:4][CH:3]=1.[CH:13]1[C:14]2[C:29](=[O:30])[C:28]([C:31]([OH:33])=[O:32])=[CH:27][N:26]([CH:34]3[CH2:36][CH2:35]3)[C:15]=2[CH:16]=[C:17]([N:20]2[CH2:25][CH2:24][NH:23][CH2:22][CH2:21]2)[C:18]=1[F:19].C1(O)C=CC=CC=1. Product: [Cl:12][C:8]1[CH:7]=[C:6]2[C:11]([C:2]([N:23]3[CH2:24][CH2:25][N:20]([C:17]4[CH:16]=[C:15]5[C:14]([C:29](=[O:30])[C:28]([C:31]([OH:33])=[O:32])=[CH:27][N:26]5[CH:34]5[CH2:35][CH2:36]5)=[CH:13][C:18]=4[F:19])[CH2:21][CH2:22]3)=[CH:3][CH:4]=[N:5]2)=[CH:10][CH:9]=1. The catalyst class is: 4. (4) Reactant: [C:1]([O:5][C:6](=[O:15])[CH2:7]/[N:8]=[CH:9]/[CH2:10][C:11]([CH3:14])([CH3:13])[CH3:12])([CH3:4])([CH3:3])[CH3:2].[Cl:16][C:17]1[CH:18]=[C:19](/[CH:24]=[C:25](/[C:28]2[CH:33]=[CH:32][C:31]([Cl:34])=[CH:30][C:29]=2[F:35])\[C:26]#[N:27])[CH:20]=[CH:21][C:22]=1[F:23].C(N(CC)CC)C. Product: [C:1]([O:5][C:6]([CH:7]1[CH:24]([C:19]2[CH:20]=[CH:21][C:22]([F:23])=[C:17]([Cl:16])[CH:18]=2)[C:25]([C:28]2[CH:33]=[CH:32][C:31]([Cl:34])=[CH:30][C:29]=2[F:35])([C:26]#[N:27])[CH:9]([CH2:10][C:11]([CH3:14])([CH3:13])[CH3:12])[NH:8]1)=[O:15])([CH3:4])([CH3:3])[CH3:2]. The catalyst class is: 4. (5) Reactant: [O:1]1[C:5]2[CH:6]=[CH:7][CH:8]=[CH:9][C:4]=2[CH:3]=[C:2]1[C:10]([NH:12][C:13]1[S:14][CH:15]=[C:16](OS(C(F)(F)F)(=O)=O)[C:17]=1[C:18]([O:20]C(C)(C)C)=[O:19])=[O:11].C([O-])(O)=O.[Na+].CO[CH2:40][CH2:41]OC. Product: [O:1]1[C:5]2[CH:6]=[CH:7][CH:8]=[CH:9][C:4]=2[CH:3]=[C:2]1[C:10]([NH:12][C:13]1[S:14][CH:15]=[C:16]([C:18]2[CH:17]=[CH:16][C:15]3[S:14][CH:13]=[N:12][C:40]=3[CH:41]=2)[C:17]=1[C:18]([OH:20])=[O:19])=[O:11]. The catalyst class is: 14. (6) Reactant: [CH:1]([C:4]1[C:8]([CH2:9][CH2:10][CH2:11][OH:12])=[CH:7][N:6]([C:13]2[CH:18]=[CH:17][C:16]([C:19]([F:22])([F:21])[F:20])=[CH:15][N:14]=2)[N:5]=1)([CH3:3])[CH3:2].O[C:24]1[CH:25]=[C:26]([CH:36]=[CH:37][C:38]=1[O:39][CH3:40])[O:27][C:28]([CH3:35])([CH3:34])[C:29]([O:31]CC)=[O:30].C(P(CCCC)CCCC)CCC.N(C(N1CCCCC1)=O)=NC(N1CCCCC1)=O. Product: [CH:1]([C:4]1[C:8]([CH2:9][CH2:10][CH2:11][O:12][C:24]2[CH:25]=[C:26]([CH:36]=[CH:37][C:38]=2[O:39][CH3:40])[O:27][C:28]([CH3:35])([CH3:34])[C:29]([OH:31])=[O:30])=[CH:7][N:6]([C:13]2[CH:18]=[CH:17][C:16]([C:19]([F:21])([F:20])[F:22])=[CH:15][N:14]=2)[N:5]=1)([CH3:3])[CH3:2]. The catalyst class is: 7. (7) Reactant: [CH3:1][S:2]([C:5]1[S:6][C:7]([C@@H:10]([NH:13]S(C(C)(C)C)=O)[CH2:11][CH3:12])=[CH:8][N:9]=1)(=[O:4])=[O:3].[ClH:20]. Product: [ClH:20].[CH3:1][S:2]([C:5]1[S:6][C:7]([C@@H:10]([NH2:13])[CH2:11][CH3:12])=[CH:8][N:9]=1)(=[O:3])=[O:4]. The catalyst class is: 71. (8) Reactant: C(Cl)(Cl)Cl.[N+:5]([C:8]1[CH:13]=[CH:12][CH:11]=[CH:10][C:9]=1[S:14][C:15]1[NH:16][CH:17]=[CH:18][N:19]=1)([O-:7])=[O:6].[N+:20]([O-])([O-:22])=[O:21].FC(F)(F)C(O)=O. Product: [N+:20]([N:19]1[CH:18]=[CH:17][N:16]=[C:15]1[S:14][C:9]1[CH:10]=[CH:11][CH:12]=[CH:13][C:8]=1[N+:5]([O-:7])=[O:6])([O-:22])=[O:21]. The catalyst class is: 13. (9) Reactant: [CH3:1][CH:2]([C@H:4]([CH2:20][C@H:21]([NH2:39])[C@@H:22]([OH:38])[CH2:23][C@H:24]([C:28]([NH:30][CH2:31][C:32]([C:35]([NH2:37])=[O:36])([CH3:34])[CH3:33])=[O:29])[CH:25]([CH3:27])[CH3:26])[CH2:5][C:6]1[CH:7]=[CH:8][C:9]([O:18][CH3:19])=[C:10]([O:12][CH2:13][CH2:14][CH2:15][O:16][CH3:17])[CH:11]=1)[CH3:3].[C:40](=O)([O-])[O-].[Na+].[Na+].ClCCl.[Cl:49][CH2:50][O:51][C:52](Cl)=[O:53]. Product: [NH2:37][C:35](=[O:36])[C:32]([CH3:33])([CH3:34])[CH2:31][NH:30][C:28]([C@H:24]([CH:25]([CH3:26])[CH3:27])[CH2:23][C@@H:22]1[O:38][CH2:40][N:39]([C:52]([O:51][CH2:50][Cl:49])=[O:53])[C@H:21]1[CH2:20][C@H:4]([CH2:5][C:6]1[CH:7]=[CH:8][C:9]([O:18][CH3:19])=[C:10]([O:12][CH2:13][CH2:14][CH2:15][O:16][CH3:17])[CH:11]=1)[CH:2]([CH3:1])[CH3:3])=[O:29]. The catalyst class is: 6. (10) Reactant: [O:1]1[CH2:6][CH2:5][N:4]([C:7]2[CH:12]=[CH:11][N:10]=[C:9]([CH2:13][O:14][C:15]3[CH:25]=[N:24][CH:23]=[CH:22][C:16]=3[C:17](OCC)=[O:18])[N:8]=2)[CH2:3][CH2:2]1.[H-].[Na+]. Product: [O:1]1[CH2:6][CH2:5][N:4]([C:7]2[CH:12]=[CH:11][N:10]=[C:9]([C:13]3[O:14][C:15]4=[CH:25][N:24]=[CH:23][CH:22]=[C:16]4[C:17]=3[OH:18])[N:8]=2)[CH2:3][CH2:2]1. The catalyst class is: 1.